From a dataset of Full USPTO retrosynthesis dataset with 1.9M reactions from patents (1976-2016). Predict the reactants needed to synthesize the given product. (1) The reactants are: [C:1]([C:3]1[CH:8]=[C:7]([O:9][CH3:10])[C:6]([O:11][CH2:12][C:13]2[CH:18]=[CH:17][CH:16]=[C:15]([S:19]([CH3:27])(=[N:21][C:22]([O:24][CH2:25][CH3:26])=[O:23])=[O:20])[CH:14]=2)=[CH:5][C:4]=1[N:28]=[CH:29]N(C)C)#[N:2].[NH2:33][C:34]1[CH:35]=[CH:36][C:37]([CH3:40])=[N:38][CH:39]=1. Given the product [CH2:25]([O:24][C:22]([N:21]=[S:19]([CH3:27])([C:15]1[CH:16]=[CH:17][CH:18]=[C:13]([CH2:12][O:11][C:6]2[CH:5]=[C:4]3[C:3]([C:1]([NH:33][C:34]4[CH:35]=[CH:36][C:37]([CH3:40])=[N:38][CH:39]=4)=[N:2][CH:29]=[N:28]3)=[CH:8][C:7]=2[O:9][CH3:10])[CH:14]=1)=[O:20])=[O:23])[CH3:26], predict the reactants needed to synthesize it. (2) Given the product [F:11][C:12]1[CH:13]=[CH:14][C:15]([C:16]([N:18]2[CH2:19][CH2:20][CH:21]([C:24](=[O:29])[C:8]3[CH:7]=[CH:6][CH:5]=[C:4]([CH2:34][O:35][CH3:36])[CH:9]=3)[CH2:22][CH2:23]2)=[O:17])=[CH:30][CH:31]=1, predict the reactants needed to synthesize it. The reactants are: CCO[C:4]1[CH:9]=[CH:8][CH:7]=[C:6](Br)[CH:5]=1.[F:11][C:12]1[CH:31]=[CH:30][C:15]([C:16]([N:18]2[CH2:23][CH2:22][CH:21]([C:24](=[O:29])N(C)OC)[CH2:20][CH2:19]2)=[O:17])=[CH:14][CH:13]=1.C1[CH2:36][O:35][CH2:34]C1. (3) Given the product [Cl:1][C:2]1[CH:3]=[C:4]2[C:8](=[CH:9][CH:10]=1)[NH:7][C:6]([C:11]([Cl:16])=[O:13])=[CH:5]2, predict the reactants needed to synthesize it. The reactants are: [Cl:1][C:2]1[CH:3]=[C:4]2[C:8](=[CH:9][CH:10]=1)[NH:7][C:6]([C:11]([OH:13])=O)=[CH:5]2.S(Cl)([Cl:16])=O. (4) Given the product [C:27]1([CH3:37])[CH:28]=[CH:29][C:30]([S:33]([OH:36])(=[O:34])=[O:35])=[CH:31][CH:32]=1.[CH3:25][N:2]([CH3:1])[C:3]([N:5]1[CH2:6][CH:7]2[CH2:12][C:11]([NH:14][CH2:15][C:16]([N:18]3[CH2:22][CH2:21][CH2:20][C@H:19]3[C:23]#[N:24])=[O:17])([CH3:13])[CH2:10][CH:8]2[CH2:9]1)=[O:4], predict the reactants needed to synthesize it. The reactants are: [CH3:1][N:2]([CH3:25])[C:3]([N:5]1[CH2:9][CH:8]2[CH2:10][C:11]([NH:14][CH2:15][C:16]([N:18]3[CH2:22][CH2:21][CH2:20][C@H:19]3[C:23]#[N:24])=[O:17])([CH3:13])[CH2:12][CH:7]2[CH2:6]1)=[O:4].O.[C:27]1([CH3:37])[CH:32]=[CH:31][C:30]([S:33]([OH:36])(=[O:35])=[O:34])=[CH:29][CH:28]=1. (5) Given the product [F:19][C:5]1[CH:4]=[C:3]([F:20])[C:2]([C:25]2[CH:26]=[N:21][CH:22]=[N:23][CH:24]=2)=[CH:7][C:6]=1[C@:8]1([CH3:18])[CH2:13][N:12]2[CH:14]=[CH:15][N:16]=[C:11]2[C:10]([NH2:17])=[N:9]1, predict the reactants needed to synthesize it. The reactants are: Br[C:2]1[C:3]([F:20])=[CH:4][C:5]([F:19])=[C:6]([C@:8]2([CH3:18])[CH2:13][N:12]3[CH:14]=[CH:15][N:16]=[C:11]3[C:10]([NH2:17])=[N:9]2)[CH:7]=1.[N:21]1[CH:26]=[C:25](B(O)O)[CH:24]=[N:23][CH:22]=1.C(=O)([O-])[O-].[K+].[K+]. (6) Given the product [F:20][C:21]([F:31])([F:32])[C:22]1[CH:23]=[CH:24][C:25]([NH:28][C:29](=[O:30])[NH:1][C:2]2[CH:3]=[CH:4][C:5]([C:8]3[C:16]4[C:11](=[N:12][CH:13]=[CH:14][CH:15]=4)[NH:10][C:9]=3[C:17]([NH2:19])=[O:18])=[CH:6][CH:7]=2)=[CH:26][CH:27]=1, predict the reactants needed to synthesize it. The reactants are: [NH2:1][C:2]1[CH:7]=[CH:6][C:5]([C:8]2[C:16]3[C:11](=[N:12][CH:13]=[CH:14][CH:15]=3)[NH:10][C:9]=2[C:17]([NH2:19])=[O:18])=[CH:4][CH:3]=1.[F:20][C:21]([F:32])([F:31])[C:22]1[CH:27]=[CH:26][C:25]([N:28]=[C:29]=[O:30])=[CH:24][CH:23]=1. (7) The reactants are: [CH3:1][N:2]1[C:6]([C:7]2[CH:8]=[C:9]([CH:11]=[C:12]([O:14][CH3:15])[CH:13]=2)[NH2:10])=[CH:5][N:4]=[C:3]1[CH3:16].[Cl:17][C:18]1[CH:23]=[CH:22][CH:21]=[CH:20][C:19]=1/[CH:24]=[CH:25]/[C:26](O)=[O:27].ON1C2C=CC=CC=2N=N1.Cl.C(N=C=NCCCN(C)C)C. Given the product [Cl:17][C:18]1[CH:23]=[CH:22][CH:21]=[CH:20][C:19]=1/[CH:24]=[CH:25]/[C:26]([NH:10][C:9]1[CH:11]=[C:12]([O:14][CH3:15])[CH:13]=[C:7]([C:6]2[N:2]([CH3:1])[C:3]([CH3:16])=[N:4][CH:5]=2)[CH:8]=1)=[O:27], predict the reactants needed to synthesize it.